From a dataset of NCI-60 drug combinations with 297,098 pairs across 59 cell lines. Regression. Given two drug SMILES strings and cell line genomic features, predict the synergy score measuring deviation from expected non-interaction effect. (1) Drug 1: C1=NC2=C(N=C(N=C2N1C3C(C(C(O3)CO)O)F)Cl)N. Drug 2: N.N.Cl[Pt+2]Cl. Cell line: NCIH23. Synergy scores: CSS=70.1, Synergy_ZIP=-0.561, Synergy_Bliss=0.0535, Synergy_Loewe=1.65, Synergy_HSA=2.61. (2) Drug 1: CC1=CC2C(CCC3(C2CCC3(C(=O)C)OC(=O)C)C)C4(C1=CC(=O)CC4)C. Drug 2: C(=O)(N)NO. Cell line: SR. Synergy scores: CSS=-1.23, Synergy_ZIP=-0.598, Synergy_Bliss=-2.60, Synergy_Loewe=-3.94, Synergy_HSA=-3.18. (3) Drug 1: COC1=CC(=CC(=C1O)OC)C2C3C(COC3=O)C(C4=CC5=C(C=C24)OCO5)OC6C(C(C7C(O6)COC(O7)C8=CC=CS8)O)O. Drug 2: CCN(CC)CCCC(C)NC1=C2C=C(C=CC2=NC3=C1C=CC(=C3)Cl)OC. Cell line: CCRF-CEM. Synergy scores: CSS=67.3, Synergy_ZIP=-3.52, Synergy_Bliss=-4.06, Synergy_Loewe=-5.90, Synergy_HSA=-1.01. (4) Drug 1: CN(C)N=NC1=C(NC=N1)C(=O)N. Drug 2: C1C(C(OC1N2C=C(C(=O)NC2=O)F)CO)O. Cell line: DU-145. Synergy scores: CSS=48.4, Synergy_ZIP=1.92, Synergy_Bliss=3.65, Synergy_Loewe=-26.6, Synergy_HSA=3.64. (5) Drug 1: CC(C1=C(C=CC(=C1Cl)F)Cl)OC2=C(N=CC(=C2)C3=CN(N=C3)C4CCNCC4)N. Drug 2: N.N.Cl[Pt+2]Cl. Cell line: SF-295. Synergy scores: CSS=10.2, Synergy_ZIP=-3.76, Synergy_Bliss=-2.34, Synergy_Loewe=-25.0, Synergy_HSA=-1.39. (6) Drug 1: CN1CCC(CC1)COC2=C(C=C3C(=C2)N=CN=C3NC4=C(C=C(C=C4)Br)F)OC. Drug 2: C1CC(C1)(C(=O)O)C(=O)O.[NH2-].[NH2-].[Pt+2]. Cell line: ACHN. Synergy scores: CSS=58.1, Synergy_ZIP=-2.56, Synergy_Bliss=-0.292, Synergy_Loewe=0.742, Synergy_HSA=3.30. (7) Drug 1: CC1=C(C=C(C=C1)NC2=NC=CC(=N2)N(C)C3=CC4=NN(C(=C4C=C3)C)C)S(=O)(=O)N.Cl. Drug 2: CNC(=O)C1=CC=CC=C1SC2=CC3=C(C=C2)C(=NN3)C=CC4=CC=CC=N4. Cell line: NCI-H460. Synergy scores: CSS=0.306, Synergy_ZIP=0.824, Synergy_Bliss=3.35, Synergy_Loewe=-5.00, Synergy_HSA=0.279. (8) Drug 1: C1=C(C(=O)NC(=O)N1)F. Drug 2: CC(C)NC(=O)C1=CC=C(C=C1)CNNC.Cl. Cell line: T-47D. Synergy scores: CSS=25.6, Synergy_ZIP=-6.76, Synergy_Bliss=-7.04, Synergy_Loewe=-12.6, Synergy_HSA=-7.93.